This data is from Experimentally validated miRNA-target interactions with 360,000+ pairs, plus equal number of negative samples. The task is: Binary Classification. Given a miRNA mature sequence and a target amino acid sequence, predict their likelihood of interaction. (1) The miRNA is hsa-miR-4770 with sequence UGAGAUGACACUGUAGCU. The protein sequence of the target gene is MAEGTAEAPLENGGGGDSGAGALERGVAPIKRQYLTTKEQFHQFLEAKGQEKTCRETEVGDPAGNELAEPEAKRIRLEDGQTADGQTEEAAEPGEQLQTQKRARGQNKGRPHVKPTNYDKNRLCPSLIQESAAKCFFGDRCRFLHDVGRYLETKPADLGPRCVLFETFGRCPYGVTCRFAGAHLRPEGQNLVQEELAARGTQPPSIRNGLDKALQQQLRKREVRFERAEQALRRFSQGPTPAAAVPEGTAAEGAPRQENCGAQQVPAGPGTSTPPSSPVRTCGPLTDEDVVRLRPCEKKR.... Result: 0 (no interaction). (2) The miRNA is hsa-miR-6748-5p with sequence UGUGGGUGGGAAGGACUGGAUU. The protein sequence of the target gene is MDSLPDEFFVRHPAVEDQRKEETENKLEKSSGQLNKQENDIPTDLVPVNLLLEVKKLLNAINTLPKGVVPHIKKFLQEDFSFQTMQREVAANSQNGEEIVPALTLRFLITQLEAALRNIQAGNYTAHQINIGYYLTLLFLYGVALTERGKKEDYTEAENKFLVMKMMIQENEICENFMSLVYFGRGLLRCAQKRYNGGLLEFHKSLQEIGDKNDHWFDIDPTEDEDLPTTFKDLLNNFIKTTESNIMKQTICSYLDCERSCEADILKNTSYKGFFQLMCSKSCCVYFHKICWKKFKNLKY.... Result: 0 (no interaction). (3) The miRNA is hsa-miR-665 with sequence ACCAGGAGGCUGAGGCCCCU. The protein sequence of the target gene is MATDNSKVADGQISTEVSEAPVASDKPKTLVVKVQKKAGDLPDRDTWKGRFDFLMSCVGYAIGLGNVWRFPYLCGKNGGGAFLIPYFLTLIFAGVPLFLLECSLGQYTSIGGLGVWKLAPMFKGVGLAAAVLSFWLNIYYIVIISWAIYYLYNSFTTTLPWKQCDNPWNTDRCFSNYSLVNTTNMTSAVVEFWERNMHQMTDGLDKPGQIRWPLAITLAIAWVLVYFCIWKGVGWTGKVVYFSATYPYIMLIILFFRGVTLPGAKEGILFYITPNFRKLSDSEVWLDAATQIFFSYGLGL.... Result: 0 (no interaction).